This data is from Reaction yield outcomes from USPTO patents with 853,638 reactions. The task is: Predict the reaction yield, written as a fraction of the theoretical maximum amount of product (1.0 means a 100% yield; for example, 0.34 means a 34% yield). (1) The reactants are [CH3:1][O:2][C:3]1[CH:4]=[CH:5][C:6]2[C:10]([O:11][C:12]3[CH:17]=[CH:16][C:15](/[CH:18]=[CH:19]/[C:20]([O:22][CH3:23])=[O:21])=[CH:14][CH:13]=3)=[CH:9][S:8][C:7]=2[CH:24]=1.Br[C:26]1[CH:31]=[CH:30][CH:29]=[CH:28][C:27]=1[C@H:32]([OH:34])[CH3:33].CC(C)(C)C(O)=O.C(=O)([O-])[O-].[K+].[K+]. The catalyst is CC(N(C)C)=O. The product is [OH:34][C@@H:32]([C:27]1[CH:28]=[CH:29][CH:30]=[CH:31][C:26]=1[C:9]1[S:8][C:7]2[CH:24]=[C:3]([O:2][CH3:1])[CH:4]=[CH:5][C:6]=2[C:10]=1[O:11][C:12]1[CH:17]=[CH:16][C:15](/[CH:18]=[CH:19]/[C:20]([O:22][CH3:23])=[O:21])=[CH:14][CH:13]=1)[CH3:33]. The yield is 0.200. (2) The reactants are Br[C:2]1[CH:7]=[C:6]([Cl:8])[N:5]=[N:4][C:3]=1[NH2:9].Br[CH2:11][C:12]([C:14]1[CH:19]=[CH:18][N:17]=[CH:16][CH:15]=1)=O.[NH:20]1[CH2:25][CH2:24][O:23][CH2:22][CH2:21]1. The catalyst is C(O)C. The product is [Cl:8][C:6]1[CH:7]=[C:2]([N:20]2[CH2:25][CH2:24][O:23][CH2:22][CH2:21]2)[C:3]2[N:4]([CH:11]=[C:12]([C:14]3[CH:19]=[CH:18][N:17]=[CH:16][CH:15]=3)[N:9]=2)[N:5]=1. The yield is 0.440. (3) The reactants are [NH:1]1[CH2:7][C:5](=[O:6])[NH:4][C:2]1=[O:3].[Cl:8][C:9]1[CH:10]=[CH:11][C:12]([F:37])=[C:13]([NH:15][C:16]2[CH:21]=[C:20]([NH:22][CH2:23][CH:24]([N:26]3[CH2:31][CH2:30][O:29][CH2:28][CH2:27]3)[CH3:25])[N:19]3[N:32]=[CH:33][C:34]([CH:35]=O)=[C:18]3[N:17]=2)[CH:14]=1.N1CCCCC1. The catalyst is C(O)C.O. The product is [Cl:8][C:9]1[CH:10]=[CH:11][C:12]([F:37])=[C:13]([NH:15][C:16]2[CH:21]=[C:20]([NH:22][CH2:23][CH:24]([N:26]3[CH2:27][CH2:28][O:29][CH2:30][CH2:31]3)[CH3:25])[N:19]3[N:32]=[CH:33][C:34]([CH:35]=[C:7]4[NH:1][C:2](=[O:3])[NH:4][C:5]4=[O:6])=[C:18]3[N:17]=2)[CH:14]=1. The yield is 0.280. (4) The product is [Cl:1][C:2]1[CH:7]=[CH:6][C:5](/[N:8]=[CH:15]/[C:14]2[CH:17]=[CH:18][CH:19]=[C:12]([N+:9]([O-:11])=[O:10])[CH:13]=2)=[CH:4][CH:3]=1. The catalyst is C1(C)C=CC=CC=1. The reactants are [Cl:1][C:2]1[CH:7]=[CH:6][C:5]([NH2:8])=[CH:4][CH:3]=1.[N+:9]([C:12]1[CH:13]=[C:14]([CH:17]=[CH:18][CH:19]=1)[CH:15]=O)([O-:11])=[O:10]. The yield is 0.950. (5) The reactants are [C:1]([NH:9][C:10]1[CH:33]=[CH:32][N:13]([C@@H:14]2[O:31][C@H:21]([CH2:22][O:23][Si](C(C)(C)C)(C)C)[C@@H:16]([O:17][CH2:18]SC)[CH2:15]2)[C:12](=[O:34])[N:11]=1)(=[O:8])[C:2]1[CH:7]=[CH:6][CH:5]=[CH:4][CH:3]=1.C(NC1C=CN([C@@H]2O[C@H](CO[Si](C(C)(C)C)(C)C)[C@@H](O)C2)C(=O)N=1)(=O)C1C=CC=CC=1.[N-:66]=[N+:67]=[N-:68].[Na+].[NH4+].[F-]. The catalyst is C(Cl)Cl. The product is [C:1]([NH:9][C:10]1[CH:33]=[CH:32][N:13]([C@@H:14]2[O:31][C@H:21]([CH2:22][OH:23])[C@@H:16]([O:17][CH2:18][N:66]=[N+:67]=[N-:68])[CH2:15]2)[C:12](=[O:34])[N:11]=1)(=[O:8])[C:2]1[CH:3]=[CH:4][CH:5]=[CH:6][CH:7]=1. The yield is 0.500. (6) The reactants are C([O:3][C:4]([C:6]1[O:7][C:8]2[C:15]([Cl:16])=[CH:14][C:13]([Cl:17])=[C:12]([O:18][CH3:19])[C:9]=2[C:10]=1[CH3:11])=[O:5])C.[Li+].[OH-]. The catalyst is C1COCC1. The product is [Cl:17][C:13]1[CH:14]=[C:15]([Cl:16])[C:8]2[O:7][C:6]([C:4]([OH:5])=[O:3])=[C:10]([CH3:11])[C:9]=2[C:12]=1[O:18][CH3:19]. The yield is 0.960. (7) The reactants are Br[C:2]1[N:7]=[C:6]([C:8]([NH:10][C:11]2[CH:12]=[N:13][CH:14]=[CH:15][C:16]=2[C@@H:17]2[CH2:22][C@H:21]([CH3:23])[CH2:20][C@H:19]([NH:24][C:25](=[O:31])[O:26][C:27]([CH3:30])([CH3:29])[CH3:28])[CH2:18]2)=[O:9])[CH:5]=[CH:4][C:3]=1[F:32].[F:33][C:34]1[CH:35]=[C:36]([CH:39]=[C:40]([F:51])[C:41]=1B1OC(C)(C)C(C)(C)O1)[CH:37]=[O:38]. No catalyst specified. The product is [F:33][C:34]1[CH:35]=[C:36]([CH:37]=[O:38])[CH:39]=[C:40]([F:51])[C:41]=1[C:2]1[N:7]=[C:6]([C:8]([NH:10][C:11]2[CH:12]=[N:13][CH:14]=[CH:15][C:16]=2[C@@H:17]2[CH2:22][C@H:21]([CH3:23])[CH2:20][C@H:19]([NH:24][C:25](=[O:31])[O:26][C:27]([CH3:28])([CH3:30])[CH3:29])[CH2:18]2)=[O:9])[CH:5]=[CH:4][C:3]=1[F:32]. The yield is 0.670.